From a dataset of Drug-target binding data from BindingDB using IC50 measurements. Regression. Given a target protein amino acid sequence and a drug SMILES string, predict the binding affinity score between them. We predict pIC50 (pIC50 = -log10(IC50 in M); higher means more potent). Dataset: bindingdb_ic50. (1) The small molecule is OCCC#Cc1nc(-c2ccc(F)cc2)c(-c2ccncc2)n1CCCc1ccccc1. The target protein sequence is MSQSTSAGGSQAVAQNPGAKLGFSMRSASIASDSVPCESGLCEAPPGVLSGAGTVFCESTYKVKIDNETVWQVPTRLKFVKKVGSGAYGCVASFEDTSASASEQGTEDDPSRREQSGETRTSQTGSAEGDSGTNKKVAVKKIGDLFRDLIDAKRIYREIKILKELKHENIINLVEILDPLTPDFEDIYLVSDLMDTDLHRVIYSRQPLTPEHHQYFLYQLLLGLSFLHQADIIHRDLKPSNILVNLNCDIKICDFGLARGLNMNPAPPPNLLPPATHRAGPAAAQDVVCTYTPPDNLSGAGKWGDQKLAAAAGAGSIAATRLVRLAHQQGSSLIGAQHQVPAKTDDASDDMELTDYVVTRWYRPPEILISPFCYSKPVDLWSVGCIFAELLGRRALFAGKDHFDQLRRIVRVLGRPSTAEINKVANEGRGRHFNNPSKGTSNTKRKRSEAARRFIESLPNSDPYKLEDLFPDASKAALDLLSNLLTFDPAKRITVQEALR.... The pIC50 is 6.7. (2) The compound is Cc1[nH]c2c(=O)n(C)cc(C#CC(C)(C)O)c2c1C(=O)OCC1CCCCC1. The target protein sequence is QVAFSFILDNIVTQKMMAVPDSWPFHHPVNKKFVPDYYKVIVNPMDLETIRKNISKHKYQSRESFLDDVNLILANSVKYNGPESQYTKTAQEIVNVCYQTLTEYDEHLTQLEKDICTAKEAALEEAELESLD. The pIC50 is 7.6. (3) The compound is Cc1cn([C@@H]2O[C@H](CO)[C@@H](O)[C@@H]2OCc2ccccc2)c(=O)[nH]c1=O. The target protein (Q9XZT6) has sequence MAEAASCARKGTKYAEGTQPFTVLIEGNIGSGKTTYLNHFEKYKNDICLLTEPVEKWRNVNGVNLLELMYKDPKKWAMPFQSYVTLTMLQSHTAPTNKKLKIMERSIFSARYCFVENMRRNGSLEQGMYNTLEEWYKFIEESIHVQADLIIYLRTSPEVAYERIRQRARSEESCVPLKYLQELHELHEDWLIHQRRPQSCKVLVLDADLNLENIGTEYQRSESSIFDAISSNQQPSPVLVSPSKRQRVAR. The pIC50 is 3.0. (4) The small molecule is COC[C@@H](CC1O[C@@](O)([C@H](O)C2CC(=O)C(C)=CC(C)=C/C(C)=C/[C@@H](C)[C@H](O[C@@H]3O[C@@H](C)[C@H](OC)[C@@H](O)[C@@H]3O)/C=C/C(C)=C/CC[C@H](O)[C@@H](OC)C2)[C@H](C)[C@@H](OC(C)=O)[C@H]1C)O[C@H]1C[C@](C)(O)[C@@H](O[C@H]2C[C@@H](OC)[C@H](OC(C)=O)[C@@H](C)O2)[C@H](C)O1. The target protein (P00830) has sequence MVLPRLYTATSRAAFKAAKQSAPLLSTSWKRCMASAAQSTPITGKVTAVIGAIVDVHFEQSELPAILNALEIKTPQGKLVLEVAQHLGENTVRTIAMDGTEGLVRGEKVLDTGGPISVPVGRETLGRIINVIGEPIDERGPIKSKLRKPIHADPPSFAEQSTSAEILETGIKVVDLLAPYARGGKIGLFGGAGVGKTVFIQELINNIAKAHGGFSVFTGVGERTREGNDLYREMKETGVINLEGESKVALVFGQMNEPPGARARVALTGLTIAEYFRDEEGQDVLLFIDNIFRFTQAGSEVSALLGRIPSAVGYQPTLATDMGLLQERITTTKKGSVTSVQAVYVPADDLTDPAPATTFAHLDATTVLSRGISELGIYPAVDPLDSKSRLLDAAVVGQEHYDVASKVQETLQTYKSLQDIIAILGMDELSEQDKLTVERARKIQRFLSQPFAVAEVFTGIPGKLVRLKDTVASFKAVLEGKYDNIPEHAFYMVGGIEDVV.... The pIC50 is 6.4. (5) The compound is O=C(O)CNC(=O)c1nc(Cl)c2ccccc2c1O. The target protein sequence is MASESETLNPSARIMTFYPTMEEFRNFSRYIAYIESQGAHRAGLAKVVPPKEWKPRASYDDIDDLVIPAPIQQLVTGQSGLFTQYNIQKKAMTVREFRKIANSDKYCTPRYSEFEELERKYWKNLTFNPPIYGADVNGTLYEKHVDEWNIGRLRTILDLVEKESGITIEGVNTPYLYFGMWKTSFAWHTEDMDLYSINYLHFGEPKSWYSVPPEHGKRLERLAKGFFPGSAQSCEAFLRHKMTLISPLMLKKYGIPFDKVTQEAGEFMITFPYGYHAGFNHGFNCAESTNFATRRWIEYGKQAVLCSCRKDMVKISMDVFVRKFQPERYKLWKAGKDNTVIDHTLPTPEAAEFLKESELPPRAGNEEECPEEDMEGVEDGEEGDLKTSLAKHRIGTKRHRVCLEIPQEVSQSELFPKEDLSSEQYEMTECPAALAPVRPTHSSVRQVEDGLTFPDYSDSTEVKFEELKNVKLEEEDEEEEQAAAALDLSVNPASVGGRLV.... The pIC50 is 4.7.